From a dataset of Reaction yield outcomes from USPTO patents with 853,638 reactions. Predict the reaction yield, written as a fraction of the theoretical maximum amount of product (1.0 means a 100% yield; for example, 0.34 means a 34% yield). (1) The reactants are [Cl:1][C:2]1[CH:3]=[CH:4][C:5]2[C:6](=[O:15])[C:7]3[N:8]([CH2:11][CH2:12][CH2:13][N:14]=3)[C:9]=2[CH:10]=1.[N+:16]([O-])([OH:18])=[O:17]. The catalyst is OS(O)(=O)=O. The product is [Cl:1][C:2]1[C:3]([N+:16]([O-:18])=[O:17])=[CH:4][C:5]2[C:6](=[O:15])[C:7]3[N:8]([CH2:11][CH2:12][CH2:13][N:14]=3)[C:9]=2[CH:10]=1. The yield is 0.790. (2) The reactants are [N:1]([O-])=O.[Na+].[CH3:5][C:6]1[CH:15]=[CH:14][C:13]2[C:8](=[CH:9][CH:10]=[C:11]([NH2:16])[CH:12]=2)[N:7]=1.Cl.O.O.[Sn](Cl)Cl.[CH3:23][C:24]([CH3:31])([CH3:30])[C:25](=O)[CH2:26][C:27]#[N:28]. The catalyst is O.CCOCC.C(O)C. The product is [C:24]([C:25]1[CH:26]=[C:27]([NH2:28])[N:16]([C:11]2[CH:12]=[C:13]3[C:8](=[CH:9][CH:10]=2)[N:7]=[C:6]([CH3:5])[CH:15]=[CH:14]3)[N:1]=1)([CH3:31])([CH3:30])[CH3:23]. The yield is 0.240. (3) The reactants are FC1C=C(C2C(C)=C(O)C(=O)N(CC(C)C)N=2)C=CC=1C.[C:22]([C:25]1[C:26](=[O:45])[N:27]([CH2:41][CH:42]([CH3:44])[CH3:43])[N:28]=[C:29]([C:31]2[CH:36]=[CH:35][C:34]([C:37]([F:40])([F:39])[F:38])=[CH:33][CH:32]=2)[CH:30]=1)(O)=[O:23]. No catalyst specified. The product is [OH:23][CH2:22][C:25]1[C:26](=[O:45])[N:27]([CH2:41][CH:42]([CH3:43])[CH3:44])[N:28]=[C:29]([C:31]2[CH:32]=[CH:33][C:34]([C:37]([F:40])([F:38])[F:39])=[CH:35][CH:36]=2)[CH:30]=1. The yield is 0.281. (4) The reactants are [NH2:1][C:2]1[C:11]2[N:10]=[C:9]([C:12]3[CH:17]=[CH:16][C:15]([C:18]45[CH2:25][CH2:24][C:21]([CH:26]([CH3:31])[C:27]([O:29]C)=[O:28])([CH2:22][CH2:23]4)[CH2:20][CH2:19]5)=[CH:14][CH:13]=3)[C:8]([CH3:33])([CH3:32])[O:7][C:6]=2[N:5]=[CH:4][N:3]=1.C[Si](C)(C)[O-].[K+]. The catalyst is C1COCC1.CS(C)=O.CC#N.O. The product is [NH2:1][C:2]1[C:11]2[N:10]=[C:9]([C:12]3[CH:13]=[CH:14][C:15]([C:18]45[CH2:23][CH2:22][C:21]([CH:26]([CH3:31])[C:27]([OH:29])=[O:28])([CH2:20][CH2:19]4)[CH2:24][CH2:25]5)=[CH:16][CH:17]=3)[C:8]([CH3:32])([CH3:33])[O:7][C:6]=2[N:5]=[CH:4][N:3]=1. The yield is 0.210. (5) The reactants are [CH3:1][C:2]1[C:6]([C:7]([OH:9])=O)=[CH:5][NH:4][N:3]=1.[CH:10]1([NH2:13])[CH2:12][CH2:11]1. No catalyst specified. The product is [CH:10]1([NH:13][C:7]([C:6]2[C:2]([CH3:1])=[N:3][NH:4][CH:5]=2)=[O:9])[CH2:12][CH2:11]1. The yield is 0.940. (6) The reactants are C([O:4][CH2:5][C@@H:6]1[C@@H:11]([O:12]C(=O)C)[C@H:10]([O:16]C(=O)C)[C@H:9]([O:20]C(=O)C)[C@@H:8]([CH2:24][C:25]2[CH:30]=[CH:29][C:28]([C:31]3[CH:36]=[CH:35][C:34]([CH2:37][C@@H:38]4[C@@H:43]([O:44]C(=O)C)[C@@H:42]([O:48]C(=O)C)[C@H:41]([O:52]C(=O)C)[C@@H:40]([CH2:56][O:57]C(=O)C)[O:39]4)=[CH:33][CH:32]=3)=[CH:27][CH:26]=2)[O:7]1)(=O)C.CO[Na].C(O)(=O)C. The catalyst is CO. The product is [OH:57][CH2:56][C@@H:40]1[C@@H:41]([OH:52])[C@H:42]([OH:48])[C@H:43]([OH:44])[C@@H:38]([CH2:37][C:34]2[CH:33]=[CH:32][C:31]([C:28]3[CH:27]=[CH:26][C:25]([CH2:24][C@@H:8]4[C@@H:9]([OH:20])[C@@H:10]([OH:16])[C@H:11]([OH:12])[C@@H:6]([CH2:5][OH:4])[O:7]4)=[CH:30][CH:29]=3)=[CH:36][CH:35]=2)[O:39]1. The yield is 0.762. (7) The reactants are [NH2:1][C:2]1[S:3][C:4]2[CH:10]=[C:9]([OH:11])[CH:8]=[CH:7][C:5]=2[N:6]=1.C(N(CC)CC)C.[CH:19]1([C:22](Cl)=[O:23])[CH2:21][CH2:20]1. The catalyst is O1CCCC1.O. The product is [OH:11][C:9]1[CH:8]=[CH:7][C:5]2[N:6]=[C:2]([NH:1][C:22]([CH:19]3[CH2:21][CH2:20]3)=[O:23])[S:3][C:4]=2[CH:10]=1. The yield is 0.970. (8) The catalyst is C(#N)C.O.C(OCC)(=O)C. The yield is 0.620. The product is [O:1]([C:8]1[CH:9]=[C:10]([N:14]([CH2:15][C:16]2[CH:21]=[CH:20][CH:19]=[C:18]([O:22][C:23]([F:27])([F:28])[CH:24]([F:25])[F:26])[CH:17]=2)[CH2:32][CH:31]([OH:33])[C:30]([F:35])([F:34])[F:29])[CH:11]=[CH:12][CH:13]=1)[C:2]1[CH:7]=[CH:6][CH:5]=[CH:4][CH:3]=1. The reactants are [O:1]([C:8]1[CH:9]=[C:10]([NH:14][CH2:15][C:16]2[CH:21]=[CH:20][CH:19]=[C:18]([O:22][C:23]([F:28])([F:27])[CH:24]([F:26])[F:25])[CH:17]=2)[CH:11]=[CH:12][CH:13]=1)[C:2]1[CH:7]=[CH:6][CH:5]=[CH:4][CH:3]=1.[F:29][C:30]([F:35])([F:34])[CH:31]1[O:33][CH2:32]1.FC(F)(F)S([O-])(=O)=O.[Yb+3].FC(F)(F)S([O-])(=O)=O.FC(F)(F)S([O-])(=O)=O.